From a dataset of Full USPTO retrosynthesis dataset with 1.9M reactions from patents (1976-2016). Predict the reactants needed to synthesize the given product. (1) Given the product [F:1][C:2]1[CH:10]=[C:9]2[C:5]([C:6]([C:12]3[N:13]=[C:14]4[C:20]([C:21]([NH:31][C:26]5([CH3:25])[CH2:30][CH2:29][CH2:28][CH2:27]5)=[O:22])=[CH:19][NH:18][C:15]4=[N:16][CH:17]=3)=[N:7][N:8]2[CH3:11])=[CH:4][CH:3]=1, predict the reactants needed to synthesize it. The reactants are: [F:1][C:2]1[CH:10]=[C:9]2[C:5]([C:6]([C:12]3[N:13]=[C:14]4[C:20]([C:21](O)=[O:22])=[CH:19][NH:18][C:15]4=[N:16][CH:17]=3)=[N:7][N:8]2[CH3:11])=[CH:4][CH:3]=1.Cl.[CH3:25][C:26]1([NH2:31])[CH2:30][CH2:29][CH2:28][CH2:27]1.CN(C(ON1N=NC2C=CC=NC1=2)=[N+](C)C)C.F[P-](F)(F)(F)(F)F.CCN(C(C)C)C(C)C. (2) Given the product [CH2:30]([O:16][C:13](=[O:14])[C:7](=[O:24])[CH:6]([CH:1]1[CH2:2][CH2:3][CH2:4][CH2:5]1)[OH:12])[CH3:31], predict the reactants needed to synthesize it. The reactants are: [CH:1]1([CH:6]([OH:12])[C:7]#COCC)[CH2:5][CH2:4][CH2:3][CH2:2]1.[C:13]([O-:16])(O)=[O:14].[Na+].[O-]S([O-])(=O)=O.[Mg+2].[O-:24][Mn](=O)(=O)=O.[K+].[CH3:30][C:31](C)=O.